Task: Predict the product of the given reaction.. Dataset: Forward reaction prediction with 1.9M reactions from USPTO patents (1976-2016) Given the reactants Cl.[CH2:2]([N:4]([CH2:14][CH3:15])[C:5]([C:7]1([CH3:13])[CH2:12][CH2:11][CH2:10][NH:9][CH2:8]1)=[O:6])[CH3:3].O=[C:17]1[CH2:22][CH2:21][N:20]([C:23]([O:25][C:26]([CH3:29])([CH3:28])[CH3:27])=[O:24])[CH2:19][CH2:18]1.C(N(CC)CC)C.C(O[BH-](OC(=O)C)OC(=O)C)(=O)C.[Na+], predict the reaction product. The product is: [CH2:14]([N:4]([CH2:2][CH3:3])[C:5]([C:7]1([CH3:13])[CH2:12][CH2:11][CH2:10][N:9]([CH:17]2[CH2:22][CH2:21][N:20]([C:23]([O:25][C:26]([CH3:29])([CH3:28])[CH3:27])=[O:24])[CH2:19][CH2:18]2)[CH2:8]1)=[O:6])[CH3:15].